From a dataset of Reaction yield outcomes from USPTO patents with 853,638 reactions. Predict the reaction yield, written as a fraction of the theoretical maximum amount of product (1.0 means a 100% yield; for example, 0.34 means a 34% yield). (1) The reactants are [CH3:1][C:2]1[CH:11]=[CH:10][C:9]2[C:4](=[CH:5][CH:6]=[C:7]([C:12]([OH:14])=O)[CH:8]=2)[N:3]=1.CN(C(ON1N=NC2C=CC=NC1=2)=[N+](C)C)C.F[P-](F)(F)(F)(F)F.[NH2:39][CH2:40][C@@H:41]([OH:53])[CH2:42][N:43]1[CH2:52][CH2:51][C:50]2[C:45](=[CH:46][CH:47]=[CH:48][CH:49]=2)[CH2:44]1. The catalyst is C(Cl)Cl. The product is [CH2:44]1[C:45]2[C:50](=[CH:49][CH:48]=[CH:47][CH:46]=2)[CH2:51][CH2:52][N:43]1[CH2:42][C@H:41]([OH:53])[CH2:40][NH:39][C:12]([C:7]1[CH:8]=[C:9]2[C:4](=[CH:5][CH:6]=1)[N:3]=[C:2]([CH3:1])[CH:11]=[CH:10]2)=[O:14]. The yield is 0.290. (2) The reactants are [Cl:1][C:2]1[CH:11]=[CH:10][CH:9]=[C:8]2[C:3]=1[CH:4]=[CH:5][CH:6]=[N:7]2. The catalyst is C(O)(=O)C.C(OCC)C.[Pt]=O. The product is [Cl:1][C:2]1[CH:11]=[CH:10][CH:9]=[C:8]2[C:3]=1[CH2:4][CH2:5][CH2:6][NH:7]2. The yield is 0.690.